This data is from Full USPTO retrosynthesis dataset with 1.9M reactions from patents (1976-2016). The task is: Predict the reactants needed to synthesize the given product. (1) Given the product [OH:6][C:5]1[N:18]([CH3:17])[N:19]=[C:3]([C:2]([F:12])([F:11])[F:1])[CH:4]=1, predict the reactants needed to synthesize it. The reactants are: [F:1][C:2]([F:12])([F:11])[C:3](=O)[CH2:4][C:5](OCC)=[O:6].C(O)(=O)C.[CH3:17][NH:18][NH2:19].[OH-].[Na+].Cl. (2) Given the product [CH3:1][O:2][C:3]1[CH:8]=[CH:7][C:6]([C:9]2[CH:10]=[C:11]3[C:16](=[CH:17][CH:18]=2)[C:15](=[O:19])[CH:14]([CH2:20][C:21]([OH:23])=[O:22])[CH2:13][CH2:12]3)=[CH:5][CH:4]=1, predict the reactants needed to synthesize it. The reactants are: [CH3:1][O:2][C:3]1[CH:8]=[CH:7][C:6]([C:9]2[CH:10]=[C:11]3[C:16](=[CH:17][CH:18]=2)[C:15](=[O:19])[CH:14]([CH2:20][C:21]([O:23]CC)=[O:22])[CH2:13][CH2:12]3)=[CH:5][CH:4]=1.[OH-].[Na+].CC#N.